Dataset: Forward reaction prediction with 1.9M reactions from USPTO patents (1976-2016). Task: Predict the product of the given reaction. (1) Given the reactants [CH2:1]([OH:4])[CH2:2][OH:3].CC1C=CC(S(O)(=O)=O)=CC=1.[CH3:16][C:17]1[CH:22]=[CH:21][C:20]([C:23]2[N:27]=[C:26]([CH:28]3[CH2:31][C:30](=O)[CH2:29]3)[O:25][N:24]=2)=[CH:19][C:18]=1[NH:33][C:34]([C:36]1[N:40]2[CH:41]=[CH:42][CH:43]=[CH:44][C:39]2=[N:38][CH:37]=1)=[O:35], predict the reaction product. The product is: [CH2:29]1[C:30]2([O:4][CH2:1][CH2:2][O:3]2)[CH2:31][CH:28]1[C:26]1[O:25][N:24]=[C:23]([C:20]2[CH:21]=[CH:22][C:17]([CH3:16])=[C:18]([NH:33][C:34]([C:36]3[N:40]4[CH:41]=[CH:42][CH:43]=[CH:44][C:39]4=[N:38][CH:37]=3)=[O:35])[CH:19]=2)[N:27]=1. (2) Given the reactants [C:1]([O:5][C:6]([N:8]1[CH2:13][CH:12]=[CH:11][CH2:10][C@H:9]1[C:14](O)=O)=[O:7])([CH3:4])([CH3:3])[CH3:2].C(Cl)(=O)OCC(C)C.[NH2:25][C:26]1[CH:30]=[C:29]([Br:31])[S:28][C:27]=1[C:32]([NH2:34])=[O:33].C(=O)([O-])O.[Na+], predict the reaction product. The product is: [Br:31][C:29]1[S:28][C:27]2[C:32](=[O:33])[NH:34][C:14]([C@@H:9]3[CH2:10][CH:11]=[CH:12][CH2:13][N:8]3[C:6]([O:5][C:1]([CH3:2])([CH3:3])[CH3:4])=[O:7])=[N:25][C:26]=2[CH:30]=1. (3) Given the reactants B([O-])O[CH2:3][CH2:4][CH2:5][CH2:6][CH2:7][CH2:8][CH2:9][CH3:10].C=CCCCCCC.B1C2CCCC1CCC2.[OH-].[Na+].[C:31]([O:35][C:36]([N:38]1[C:46]2[C:41](=[CH:42][CH:43]=[C:44](Br)[CH:45]=2)[C:40]([CH2:48][OH:49])=[CH:39]1)=[O:37])([CH3:34])([CH3:33])[CH3:32], predict the reaction product. The product is: [C:31]([O:35][C:36]([N:38]1[C:46]2[C:41](=[CH:42][CH:43]=[C:44]([CH2:3][CH2:4][CH2:5][CH2:6][CH2:7][CH2:8][CH2:9][CH3:10])[CH:45]=2)[C:40]([CH2:48][OH:49])=[CH:39]1)=[O:37])([CH3:34])([CH3:33])[CH3:32].